Dataset: NCI-60 drug combinations with 297,098 pairs across 59 cell lines. Task: Regression. Given two drug SMILES strings and cell line genomic features, predict the synergy score measuring deviation from expected non-interaction effect. (1) Drug 1: C1=NC2=C(N1)C(=S)N=CN2. Drug 2: CN(C(=O)NC(C=O)C(C(C(CO)O)O)O)N=O. Cell line: A498. Synergy scores: CSS=4.16, Synergy_ZIP=-0.378, Synergy_Bliss=0.774, Synergy_Loewe=-5.18, Synergy_HSA=-0.723. (2) Drug 1: CC1=C(C(=CC=C1)Cl)NC(=O)C2=CN=C(S2)NC3=CC(=NC(=N3)C)N4CCN(CC4)CCO. Drug 2: C1C(C(OC1N2C=NC(=NC2=O)N)CO)O. Cell line: OVCAR3. Synergy scores: CSS=-1.64, Synergy_ZIP=-3.45, Synergy_Bliss=-6.74, Synergy_Loewe=-10.8, Synergy_HSA=-10.5. (3) Drug 1: C1CC(=O)NC(=O)C1N2CC3=C(C2=O)C=CC=C3N. Drug 2: C1=CC(=CC=C1CCCC(=O)O)N(CCCl)CCCl. Cell line: SF-295. Synergy scores: CSS=30.9, Synergy_ZIP=-7.33, Synergy_Bliss=-5.41, Synergy_Loewe=-4.20, Synergy_HSA=-2.81. (4) Drug 1: C1CN1C2=NC(=NC(=N2)N3CC3)N4CC4. Drug 2: CC1OCC2C(O1)C(C(C(O2)OC3C4COC(=O)C4C(C5=CC6=C(C=C35)OCO6)C7=CC(=C(C(=C7)OC)O)OC)O)O. Cell line: HS 578T. Synergy scores: CSS=36.7, Synergy_ZIP=-1.16, Synergy_Bliss=-1.74, Synergy_Loewe=2.48, Synergy_HSA=3.85.